From a dataset of Full USPTO retrosynthesis dataset with 1.9M reactions from patents (1976-2016). Predict the reactants needed to synthesize the given product. (1) Given the product [CH3:29][C@H:30]1[CH2:35][CH2:34][CH2:33][C@@H:32]([CH3:36])[N:31]1[CH2:37][C:38]1[NH:40][N:41]=[C:6]([C:8]2[CH:9]=[C:10]3[C:14](=[CH:15][CH:16]=2)[NH:13][N:12]=[C:11]3[C:17]2[CH:26]=[CH:25][C:24]3[C:19](=[CH:20][CH:21]=[C:22]([O:27][CH3:28])[CH:23]=3)[CH:18]=2)[N:7]=1, predict the reactants needed to synthesize it. The reactants are: Cl.Cl.C(O[C:6]([C:8]1[CH:9]=[C:10]2[C:14](=[CH:15][CH:16]=1)[NH:13][N:12]=[C:11]2[C:17]1[CH:26]=[CH:25][C:24]2[C:19](=[CH:20][CH:21]=[C:22]([O:27][CH3:28])[CH:23]=2)[CH:18]=1)=[NH:7])C.[CH3:29][C@H:30]1[CH2:35][CH2:34][CH2:33][C@@H:32]([CH3:36])[N:31]1[CH2:37][C:38]([NH:40][NH2:41])=O.C(N(CC)CC)C. (2) Given the product [CH3:33][C:28]1([CH3:34])[C:29]([CH3:32])([CH3:31])[O:30][B:26]([C:2]2[CH:3]=[N:4][N:5]([C:7]([C:20]3[CH:25]=[CH:24][CH:23]=[CH:22][CH:21]=3)([C:14]3[CH:19]=[CH:18][CH:17]=[CH:16][CH:15]=3)[C:8]3[CH:13]=[CH:12][CH:11]=[CH:10][CH:9]=3)[CH:6]=2)[O:27]1, predict the reactants needed to synthesize it. The reactants are: Br[C:2]1[CH:3]=[N:4][N:5]([C:7]([C:20]2[CH:25]=[CH:24][CH:23]=[CH:22][CH:21]=2)([C:14]2[CH:19]=[CH:18][CH:17]=[CH:16][CH:15]=2)[C:8]2[CH:13]=[CH:12][CH:11]=[CH:10][CH:9]=2)[CH:6]=1.[B:26]1([B:26]2[O:30][C:29]([CH3:32])([CH3:31])[C:28]([CH3:34])([CH3:33])[O:27]2)[O:30][C:29]([CH3:32])([CH3:31])[C:28]([CH3:34])([CH3:33])[O:27]1.C([O-])(=O)C.[K+]. (3) Given the product [CH2:30]([N:33]1[CH2:18][CH2:17][CH2:16][CH2:15][CH:2]1[C:3]([O:5][C@@H:6]([CH3:14])[C:7](=[O:13])[N:8]1[CH2:12][CH2:11][CH2:10][CH2:9]1)=[O:4])[CH:31]=[CH2:32], predict the reactants needed to synthesize it. The reactants are: Br[CH:2]([CH2:15][CH2:16][CH2:17][CH2:18]Br)[C:3]([O:5][CH:6]([CH3:14])[C:7](=[O:13])[N:8]1[CH2:12][CH2:11][CH2:10][CH2:9]1)=[O:4].[Na+].[I-].C(N(CC)CC)C.Cl.[CH2:30]([NH2:33])[CH:31]=[CH2:32].